From a dataset of Peptide-MHC class II binding affinity with 134,281 pairs from IEDB. Regression. Given a peptide amino acid sequence and an MHC pseudo amino acid sequence, predict their binding affinity value. This is MHC class II binding data. (1) The peptide sequence is RGHHRQVIGAAQLGR. The MHC is DRB3_0202 with pseudo-sequence DRB3_0202. The binding affinity (normalized) is 0.309. (2) The peptide sequence is NNALQNLARTISEAG. The MHC is HLA-DQA10101-DQB10501 with pseudo-sequence HLA-DQA10101-DQB10501. The binding affinity (normalized) is 0. (3) The peptide sequence is GLRSLTDLLRALGAQ. The MHC is DRB1_0404 with pseudo-sequence DRB1_0404. The binding affinity (normalized) is 0.405. (4) The peptide sequence is IEEFGTGVFTTRVYMD. The MHC is DRB1_1301 with pseudo-sequence DRB1_1301. The binding affinity (normalized) is 0.520. (5) The peptide sequence is SEYMTSWFYDNDNPY. The MHC is DRB3_0202 with pseudo-sequence DRB3_0202. The binding affinity (normalized) is 0.450. (6) The peptide sequence is QLCDHRLMSAAVKDE. The MHC is DRB1_0101 with pseudo-sequence DRB1_0101. The binding affinity (normalized) is 0.519. (7) The peptide sequence is KDVTFRNITGTSSTP. The MHC is HLA-DPA10201-DPB10101 with pseudo-sequence HLA-DPA10201-DPB10101. The binding affinity (normalized) is 0.224. (8) The peptide sequence is SYRLRFSKRDARRER. The MHC is DRB1_0901 with pseudo-sequence DRB1_0901. The binding affinity (normalized) is 0.177.